Dataset: Forward reaction prediction with 1.9M reactions from USPTO patents (1976-2016). Task: Predict the product of the given reaction. (1) Given the reactants Cl[C:2]1[CH:7]=[N:6][CH:5]=[C:4]([O:8][C:9]2[CH:10]=[CH:11][CH:12]=[C:13]3[C:17]=2[C:16](=[O:18])[CH2:15][CH2:14]3)[N:3]=1.[CH3:19][O:20][C:21]1[CH:22]=[C:23]([CH:25]=[C:26]([O:30][CH3:31])[C:27]=1[O:28][CH3:29])[NH2:24], predict the reaction product. The product is: [CH3:31][O:30][C:26]1[CH:25]=[C:23]([NH:24][C:2]2[CH:7]=[N:6][CH:5]=[C:4]([O:8][C:9]3[CH:10]=[CH:11][CH:12]=[C:13]4[C:17]=3[C:16](=[O:18])[CH2:15][CH2:14]4)[N:3]=2)[CH:22]=[C:21]([O:20][CH3:19])[C:27]=1[O:28][CH3:29]. (2) Given the reactants [N:1]1([CH2:6][CH2:7][OH:8])[CH:5]=[CH:4][CH:3]=[N:2]1.[N+:9]([C:12]1[CH:19]=[CH:18][CH:17]=[C:16]([N+]([O-])=O)[C:13]=1[C:14]#[N:15])([O-:11])=[O:10], predict the reaction product. The product is: [N:1]1([CH2:6][CH2:7][O:8][C:16]2[CH:17]=[CH:18][CH:19]=[C:12]([N+:9]([O-:11])=[O:10])[C:13]=2[C:14]#[N:15])[CH:5]=[CH:4][CH:3]=[N:2]1.